Dataset: Full USPTO retrosynthesis dataset with 1.9M reactions from patents (1976-2016). Task: Predict the reactants needed to synthesize the given product. (1) Given the product [CH3:12][O:13][C:14]1[CH:15]=[C:16]([CH2:22][CH2:23][NH:24][C:9](=[O:11])[CH2:8][C:5]2[CH:4]=[CH:3][C:2]([F:1])=[CH:7][CH:6]=2)[CH:17]=[CH:18][C:19]=1[O:20][CH3:21], predict the reactants needed to synthesize it. The reactants are: [F:1][C:2]1[CH:7]=[CH:6][C:5]([CH2:8][C:9]([OH:11])=O)=[CH:4][CH:3]=1.[CH3:12][O:13][C:14]1[CH:15]=[C:16]([CH2:22][CH2:23][NH2:24])[CH:17]=[CH:18][C:19]=1[O:20][CH3:21]. (2) Given the product [OH:41][C:42]1[CH:49]=[CH:48][C:45]([CH2:46][NH:1][CH2:2][CH2:3][NH:4][C:5]([C:7]2[CH:8]=[C:9]([CH:38]=[CH:39][CH:40]=2)[C:10]([CH2:12][NH:13][CH2:14][CH2:15][N:16]2[CH2:21][CH2:20][CH:19]([O:22][C:23](=[O:37])[NH:24][C:25]3[CH:30]=[CH:29][CH:28]=[CH:27][C:26]=3[C:31]3[CH:36]=[CH:35][CH:34]=[CH:33][CH:32]=3)[CH2:18][CH2:17]2)=[O:11])=[O:6])=[CH:44][CH:43]=1, predict the reactants needed to synthesize it. The reactants are: [NH2:1][CH2:2][CH2:3][NH:4][C:5]([C:7]1[CH:8]=[C:9]([CH:38]=[CH:39][CH:40]=1)[C:10]([CH2:12][NH:13][CH2:14][CH2:15][N:16]1[CH2:21][CH2:20][CH:19]([O:22][C:23](=[O:37])[NH:24][C:25]2[CH:30]=[CH:29][CH:28]=[CH:27][C:26]=2[C:31]2[CH:36]=[CH:35][CH:34]=[CH:33][CH:32]=2)[CH2:18][CH2:17]1)=[O:11])=[O:6].[OH:41][C:42]1[CH:49]=[CH:48][C:45]([CH:46]=O)=[CH:44][CH:43]=1.[BH-](OC(C)=O)(OC(C)=O)OC(C)=O.[Na+].